From a dataset of Peptide-MHC class I binding affinity with 185,985 pairs from IEDB/IMGT. Regression. Given a peptide amino acid sequence and an MHC pseudo amino acid sequence, predict their binding affinity value. This is MHC class I binding data. (1) The peptide sequence is YVFPVIFSR. The MHC is HLA-B45:01 with pseudo-sequence HLA-B45:01. The binding affinity (normalized) is 0. (2) The peptide sequence is RAKGSRAIWY. The MHC is HLA-B15:01 with pseudo-sequence HLA-B15:01. The binding affinity (normalized) is 0.668. (3) The peptide sequence is FTAVGKEF. The MHC is Mamu-B17 with pseudo-sequence Mamu-B17. The binding affinity (normalized) is 0. (4) The peptide sequence is TERQANFL. The MHC is HLA-A02:02 with pseudo-sequence HLA-A02:02. The binding affinity (normalized) is 0. (5) The peptide sequence is WQNLAWAGV. The MHC is HLA-A02:03 with pseudo-sequence HLA-A02:03. The binding affinity (normalized) is 0.787.